This data is from CYP2D6 inhibition data for predicting drug metabolism from PubChem BioAssay. The task is: Regression/Classification. Given a drug SMILES string, predict its absorption, distribution, metabolism, or excretion properties. Task type varies by dataset: regression for continuous measurements (e.g., permeability, clearance, half-life) or binary classification for categorical outcomes (e.g., BBB penetration, CYP inhibition). Dataset: cyp2d6_veith. (1) The drug is CCC[C@H]1C[C@H](C(=O)N[C@@H]([C@H](C)O)[C@@H]2O[C@H](SC)[C@@H](O)[C@H](O)[C@@H]2O)N(C)C1. The result is 0 (non-inhibitor). (2) The compound is CS(=O)(=O)c1ccc([C@H](O)[C@H](CF)NC(=O)C(Cl)Cl)cc1. The result is 0 (non-inhibitor). (3) The compound is COc1ccc(C)cc1NC1=C(Cl)C(=O)N(C2CCCCC2)C1=O. The result is 0 (non-inhibitor). (4) The compound is O=C(Oc1ccc(OC(=O)c2ccco2)c(S(=O)(=O)c2ccc(Br)cc2)c1)c1ccco1. The result is 0 (non-inhibitor). (5) The molecule is COC(=O)[C@@H]1CCCN1C(=O)[C@@H](C)CO. The result is 0 (non-inhibitor). (6) The drug is O=C(c1cccc(F)c1)N1CCC2(CC1)CN(c1ccncc1)C2. The result is 0 (non-inhibitor). (7) The compound is COC(=O)C1=C(NC(=O)c2cccc(OC)c2)CCS1. The result is 0 (non-inhibitor). (8) The drug is COCCCNC(=O)c1c(N)n(/N=C/c2ccccn2)c2nc3ccccc3nc12. The result is 0 (non-inhibitor). (9) The drug is Cc1ccccc1CN1C2=NCCN2C(=O)C2=C1CCN(Cc1ccccc1)C2. The result is 0 (non-inhibitor).